This data is from Reaction yield outcomes from USPTO patents with 853,638 reactions. The task is: Predict the reaction yield, written as a fraction of the theoretical maximum amount of product (1.0 means a 100% yield; for example, 0.34 means a 34% yield). (1) The reactants are [NH2:1][C:2]1[NH:3][C:4](=[O:30])[C:5]2[S:10][C:9](=[O:11])[N:8]([C@@H:12]3[O:24][C@H:23]([CH2:25][O:26][C:27](=[O:29])[CH3:28])[C@@H:18]([O:19][C:20](=[O:22])[CH3:21])[C@H:13]3[O:14][C:15](=[O:17])[CH3:16])[C:6]=2[N:7]=1.C1(P(C2C=CC=CC=2)C2C=CC=CC=2)C=CC=CC=1.O[CH2:51][C:52]1[O:53][C:54](=[O:58])[O:55][C:56]=1[CH3:57].N(C(OCC)=O)=NC(OCC)=O. The catalyst is C1COCC1. The product is [NH2:1][C:2]1[N:3]=[C:4]([O:30][CH2:51][C:52]2[O:53][C:54](=[O:58])[O:55][C:56]=2[CH3:57])[C:5]2[S:10][C:9](=[O:11])[N:8]([C@@H:12]3[O:24][C@H:23]([CH2:25][O:26][C:27](=[O:29])[CH3:28])[C@@H:18]([O:19][C:20](=[O:22])[CH3:21])[C@H:13]3[O:14][C:15](=[O:17])[CH3:16])[C:6]=2[N:7]=1. The yield is 0.710. (2) The reactants are C(O)(=O)/C=C/C(O)=O.[S:9]1[CH:13]=[CH:12][C:11]2[CH:14]=[C:15]([CH:18]3[C:27]4[C:22](=[CH:23][C:24]([O:28][CH3:29])=[CH:25][CH:26]=4)[CH2:21][N:20]([CH3:30])[CH2:19]3)[CH:16]=[CH:17][C:10]1=2.S(O)(C)(=O)=O.[OH-].[Na+]. The catalyst is C(Cl)Cl. The product is [S:9]1[CH:13]=[CH:12][C:11]2[CH:14]=[C:15]([CH:18]3[C:27]4[C:22](=[CH:23][C:24]([O:28][CH3:29])=[CH:25][CH:26]=4)[CH2:21][N:20]([CH3:30])[CH2:19]3)[CH:16]=[CH:17][C:10]1=2. The yield is 0.530. (3) The catalyst is C1(C)C=CC=CC=1.CC(C)=O. The product is [CH3:11][O:12][CH2:13][CH2:14][O:1][C:2]1[CH:3]=[C:4]2[C:8](=[CH:9][CH:10]=1)[NH:7][CH:6]=[CH:5]2. The reactants are [OH:1][C:2]1[CH:3]=[C:4]2[C:8](=[CH:9][CH:10]=1)[NH:7][CH:6]=[CH:5]2.[CH3:11][O:12][CH2:13][CH2:14]I.CC(C)=O.C([O-])([O-])=O.[K+].[K+].COCCI. The yield is 0.860. (4) The reactants are [CH3:1][O:2][C:3]([C:5]1[C:6]2[CH:7]=[N:8][NH:9][C:10]=2[CH:11]=[CH:12][CH:13]=1)=[O:4].[CH:14](I)([CH3:16])[CH3:15]. No catalyst specified. The product is [CH3:1][O:2][C:3]([C:5]1[C:6]2[CH:7]=[N:8][N:9]([CH:14]([CH3:16])[CH3:15])[C:10]=2[CH:11]=[CH:12][CH:13]=1)=[O:4]. The yield is 0.530. (5) The reactants are [Cl:1][C:2]1[C:3]([NH2:10])=[N:4][C:5]([CH3:9])=[N:6][C:7]=1[CH3:8].[H-].[Na+].[CH2:13]([O:20][C:21]1[C:22]([Br:35])=[N:23][C:24]([CH2:33]Cl)=[CH:25][C:26]=1[O:27][CH2:28][C:29]([F:32])([F:31])[F:30])[C:14]1[CH:19]=[CH:18][CH:17]=[CH:16][CH:15]=1.O. The yield is 0.240. The catalyst is CN(C)C=O. The product is [CH2:13]([O:20][C:21]1[C:26]([O:27][CH2:28][C:29]([F:31])([F:32])[F:30])=[CH:25][C:24]([CH2:33][NH:10][C:3]2[C:2]([Cl:1])=[C:7]([CH3:8])[N:6]=[C:5]([CH3:9])[N:4]=2)=[N:23][C:22]=1[Br:35])[C:14]1[CH:15]=[CH:16][CH:17]=[CH:18][CH:19]=1.